From a dataset of NCI-60 drug combinations with 297,098 pairs across 59 cell lines. Regression. Given two drug SMILES strings and cell line genomic features, predict the synergy score measuring deviation from expected non-interaction effect. Drug 1: CC1=C(C=C(C=C1)NC2=NC=CC(=N2)N(C)C3=CC4=NN(C(=C4C=C3)C)C)S(=O)(=O)N.Cl. Drug 2: C1=CN(C(=O)N=C1N)C2C(C(C(O2)CO)O)O.Cl. Cell line: CAKI-1. Synergy scores: CSS=39.2, Synergy_ZIP=-12.5, Synergy_Bliss=-12.5, Synergy_Loewe=-8.25, Synergy_HSA=-6.95.